Dataset: Catalyst prediction with 721,799 reactions and 888 catalyst types from USPTO. Task: Predict which catalyst facilitates the given reaction. (1) Reactant: [CH3:1][O:2][C:3]1[C:14]2=[C:15]3[N:10]([CH2:11][CH2:12][CH2:13]2)[CH2:9][CH2:8][CH2:7][C:6]3=[CH:5][C:4]=1[CH:16]=[CH:17][C:18]1[S:22][C:21]([CH:23]=O)=[CH:20][CH:19]=1.[C:25]([C:27]1[C:28](=[C:38]([C:41]#[N:42])[C:39]#[N:40])[O:29][C:30]([CH3:37])([C:33]([F:36])([F:35])[F:34])[C:31]=1[CH3:32])#[N:26]. Product: [C:25]([C:27]1[C:28](=[C:38]([C:39]#[N:40])[C:41]#[N:42])[O:29][C:30]([CH3:37])([C:33]([F:36])([F:34])[F:35])[C:31]=1[CH:32]=[CH:23][C:21]1[S:22][C:18]([CH:17]=[CH:16][C:4]2[CH:5]=[C:6]3[C:15]4[N:10]([CH2:9][CH2:8][CH2:7]3)[CH2:11][CH2:12][CH2:13][C:14]=4[C:3]=2[O:2][CH3:1])=[CH:19][CH:20]=1)#[N:26]. The catalyst class is: 199. (2) Reactant: C(O)(C(F)(F)F)=O.[Cl:8][C:9]1[C:14]([F:15])=[C:13]([Cl:16])[CH:12]=[CH:11][C:10]=1[C:17]([N:19]1[CH2:28][CH2:27][C:26]2[C:25]([C:29]3[N:33](C4CCCCO4)[N:32]=[CH:31][CH:30]=3)=[N:24][CH:23]=[N:22][C:21]=2[CH2:20]1)=[O:18].C([SiH](CC)CC)C. Product: [Cl:8][C:9]1[C:14]([F:15])=[C:13]([Cl:16])[CH:12]=[CH:11][C:10]=1[C:17]([N:19]1[CH2:28][CH2:27][C:26]2[C:25]([C:29]3[NH:33][N:32]=[CH:31][CH:30]=3)=[N:24][CH:23]=[N:22][C:21]=2[CH2:20]1)=[O:18]. The catalyst class is: 2.